Task: Predict the reactants needed to synthesize the given product.. Dataset: Full USPTO retrosynthesis dataset with 1.9M reactions from patents (1976-2016) Given the product [CH:1]1([CH2:4][C@H:5]([NH2:12])[CH2:6][O:7][CH2:8][CH2:9][O:10][CH3:11])[CH2:3][CH2:2]1, predict the reactants needed to synthesize it. The reactants are: [CH:1]1([CH2:4][C@H:5]([NH:12]C(=O)OC(C)(C)C)[CH2:6][O:7][CH2:8][CH2:9][O:10][CH3:11])[CH2:3][CH2:2]1.